Dataset: Full USPTO retrosynthesis dataset with 1.9M reactions from patents (1976-2016). Task: Predict the reactants needed to synthesize the given product. (1) Given the product [CH:14]1([CH2:12][NH:11][C:8]2[CH:7]=[CH:6][C:5]([S:2]([CH3:1])(=[O:4])=[O:3])=[CH:10][CH:9]=2)[CH2:15][CH2:16][CH2:17][CH2:18]1, predict the reactants needed to synthesize it. The reactants are: [CH3:1][S:2]([C:5]1[CH:10]=[CH:9][C:8]([NH:11][C:12]([CH:14]2[CH2:18][CH2:17][CH2:16][CH2:15]2)=O)=[CH:7][CH:6]=1)(=[O:4])=[O:3].CO.O.CCOC(C)=O. (2) Given the product [CH3:15][N:12]1[CH2:13][CH2:14][N:9]([CH2:8][C:5]2[CH:4]=[CH:3][C:2]([NH2:45])=[N:7][CH:6]=2)[CH2:10][CH2:11]1, predict the reactants needed to synthesize it. The reactants are: Cl[C:2]1[N:7]=[CH:6][C:5]([CH2:8][N:9]2[CH2:14][CH2:13][N:12]([CH3:15])[CH2:11][CH2:10]2)=[CH:4][CH:3]=1.C1(P(C2CCCCC2)C2C=CC=CC=2C2C=CC=CC=2)CCCCC1.C[Si]([N-:45][Si](C)(C)C)(C)C.[Li+]. (3) Given the product [C:1]([O:5][C:6]([N:8]1[CH2:13][CH2:12][CH:11]([C:14]2[CH:35]=[CH:34][C:17]3[C:18]4[N:22]([CH2:23][CH2:24][O:25][C:16]=3[CH:15]=2)[CH:21]=[C:20]([C:26]2[N:27]([CH:31]([CH3:32])[CH3:33])[N:28]=[CH:29][N:30]=2)[N:19]=4)[C:10](=[O:36])[CH2:9]1)=[O:7])([CH3:2])([CH3:4])[CH3:3], predict the reactants needed to synthesize it. The reactants are: [C:1]([O:5][C:6]([N:8]1[CH2:13][CH2:12][C@@H:11]([C:14]2[CH:35]=[CH:34][C:17]3[C:18]4[N:22]([CH2:23][CH2:24][O:25][C:16]=3[CH:15]=2)[CH:21]=[C:20]([C:26]2[N:27]([CH:31]([CH3:33])[CH3:32])[N:28]=[CH:29][N:30]=2)[N:19]=4)[C@H:10]([OH:36])[CH2:9]1)=[O:7])([CH3:4])([CH3:3])[CH3:2].CC(OI1(OC(C)=O)(OC(C)=O)OC(=O)C2C=CC=CC1=2)=O.S(=O)(=O)(O)[O-].[Na+].C(=O)(O)[O-].[Na+]. (4) Given the product [C:1]([O:5][C:6]([N:8]1[CH2:12][CH2:11][CH:10]([N:13]([S:23]([CH3:22])(=[O:25])=[O:24])[CH3:14])[CH2:9]1)=[O:7])([CH3:4])([CH3:3])[CH3:2], predict the reactants needed to synthesize it. The reactants are: [C:1]([O:5][C:6]([N:8]1[CH2:12][CH2:11][CH:10]([NH:13][CH3:14])[CH2:9]1)=[O:7])([CH3:4])([CH3:3])[CH3:2].C(N(CC)CC)C.[CH3:22][S:23](O)(=[O:25])=[O:24]. (5) The reactants are: [CH3:1][C:2]([CH3:21])([CH3:20])[C@@H:3]([N:7]1[C:16](=[O:17])[C:15]2=[CH:18][NH:19][C:13]3[C:14]2=[C:9]([CH:10]=[CH:11][N:12]=3)[CH2:8]1)[C:4](O)=[O:5].C1C=[C:26]2[N:28]=N[N:30](O)[C:25]2=CC=1.O.CCN=C=NCCCN(C)C.Cl.NCC#N.CN1CCOCC1. Given the product [C:26]([CH2:25][NH:30][C:4](=[O:5])[C@H:3]([N:7]1[C:16](=[O:17])[C:15]2=[CH:18][NH:19][C:13]3[C:14]2=[C:9]([CH:10]=[CH:11][N:12]=3)[CH2:8]1)[C:2]([CH3:20])([CH3:21])[CH3:1])#[N:28], predict the reactants needed to synthesize it. (6) Given the product [N:1]1[CH2:5][CH2:4][CH2:3][C:2]=1[CH:6]=[C:7]([NH:18][CH3:17])[CH3:8], predict the reactants needed to synthesize it. The reactants are: [NH:1]1[CH2:5][CH2:4][CH2:3][C:2]1=[CH:6][C:7](=O)[CH3:8].COS(OC)(=O)=O.[CH3:17][NH2:18].C[O-].[Na+].